Dataset: Full USPTO retrosynthesis dataset with 1.9M reactions from patents (1976-2016). Task: Predict the reactants needed to synthesize the given product. (1) Given the product [CH2:1]([C@H:3]1[C@@H:7]([C:8]2[N:12]3[C:13]4[CH:19]=[CH:18][NH:17][C:14]=4[N:15]=[CH:16][C:11]3=[N:10][N:9]=2)[CH2:6][C@@H:5]([NH:30][C:31]2[S:32][C:33]([C:36]#[N:37])=[CH:34][N:35]=2)[CH2:4]1)[CH3:2], predict the reactants needed to synthesize it. The reactants are: [CH2:1]([C@H:3]1[C@@H:7]([C:8]2[N:12]3[C:13]4[CH:19]=[CH:18][N:17](S(C5C=CC(C)=CC=5)(=O)=O)[C:14]=4[N:15]=[CH:16][C:11]3=[N:10][N:9]=2)[CH2:6][C@@H:5]([NH:30][C:31]2[S:32][C:33]([C:36]#[N:37])=[CH:34][N:35]=2)[CH2:4]1)[CH3:2].O1CCOCC1.CCO.C([O-])([O-])=O.[Na+].[Na+]. (2) Given the product [CH3:1][N:2]1[CH2:6][C:5](=[O:7])[N:4]([CH2:8][C:9]2([C:10]3[CH:11]=[CH:12][CH:13]=[CH:14][CH:15]=3)[O:20][CH2:19][CH2:18][O:16]2)[C:3]1=[O:17], predict the reactants needed to synthesize it. The reactants are: [CH3:1][N:2]1[CH2:6][C:5](=[O:7])[N:4]([CH2:8][C:9](=[O:16])[C:10]2[CH:15]=[CH:14][CH:13]=[CH:12][CH:11]=2)[C:3]1=[O:17].[CH2:18](O)[CH2:19][OH:20].C1(C)C=CC(S(O)(=O)=O)=CC=1. (3) Given the product [CH2:2]([O:9][C:10]1[CH:19]=[CH:18][CH:17]=[C:16]2[C:11]=1[CH2:12][CH2:13][CH2:14][CH:15]2[C:20]([N:22]([CH2:23][C:24]1[CH:25]=[N:26][N:27]([CH2:39][C:40]2[CH:44]=[CH:43][S:42][CH:41]=2)[CH:28]=1)[C:29]1[CH:30]=[N:31][C:32]([CH:35]([CH3:37])[CH3:36])=[CH:33][CH:34]=1)=[O:21])[C:3]1[CH:8]=[CH:7][CH:6]=[CH:5][CH:4]=1, predict the reactants needed to synthesize it. The reactants are: Cl.[CH2:2]([O:9][C:10]1[CH:19]=[CH:18][CH:17]=[C:16]2[C:11]=1[CH2:12][CH2:13][CH2:14][CH:15]2[C:20]([N:22]([C:29]1[CH:30]=[N:31][C:32]([CH:35]([CH3:37])[CH3:36])=[CH:33][CH:34]=1)[CH2:23][C:24]1[CH:25]=[N:26][NH:27][CH:28]=1)=[O:21])[C:3]1[CH:8]=[CH:7][CH:6]=[CH:5][CH:4]=1.Cl[CH2:39][C:40]1[CH:44]=[CH:43][S:42][CH:41]=1. (4) Given the product [CH3:11][O:10][C:8]1[CH:7]=[C:6]2[C:4](=[C:3]([O:2][CH3:1])[CH:9]=1)[N:5]=[C:17]([CH3:19])[C:16]([CH3:20])=[C:15]2[OH:14], predict the reactants needed to synthesize it. The reactants are: [CH3:1][O:2][C:3]1[CH:9]=[C:8]([O:10][CH3:11])[CH:7]=[CH:6][C:4]=1[NH2:5].C([O:14][C:15](=O)[CH:16]([CH3:20])[C:17]([CH3:19])=O)C. (5) Given the product [CH:22]1([CH2:21][N:11]2[C:12]3[C:7](=[C:6]([OH:35])[C:5]([C:3]([NH:36][CH2:37][CH2:38][C:39]([OH:41])=[O:40])=[O:4])=[N:14][C:13]=3[C:15]3[CH:16]=[N:17][CH:18]=[CH:19][CH:20]=3)[CH:8]=[C:9]([C:29]3[CH:34]=[CH:33][CH:32]=[CH:31][CH:30]=3)[C:10]2=[O:28])[CH2:23][CH2:24][CH2:25][CH2:26][CH2:27]1, predict the reactants needed to synthesize it. The reactants are: CO[C:3]([C:5]1[C:6]([OH:35])=[C:7]2[C:12](=[C:13]([C:15]3[CH:16]=[N:17][CH:18]=[CH:19][CH:20]=3)[N:14]=1)[N:11]([CH2:21][CH:22]1[CH2:27][CH2:26][CH2:25][CH2:24][CH2:23]1)[C:10](=[O:28])[C:9]([C:29]1[CH:34]=[CH:33][CH:32]=[CH:31][CH:30]=1)=[CH:8]2)=[O:4].[NH2:36][CH2:37][CH2:38][C:39]([OH:41])=[O:40].C[O-].[Na+]. (6) Given the product [ClH:35].[CH3:2][CH2:3][O:4][CH2:5][CH3:6].[F:1][C:2]1[CH:23]=[C:22]([N+:24]([O-:26])=[O:25])[CH:21]=[CH:20][C:3]=1[O:4][C:5]1[CH:10]=[CH:9][N:8]=[CH:7][C:6]=1/[CH:11]=[CH:12]/[C:13]([OH:15])=[O:14], predict the reactants needed to synthesize it. The reactants are: [F:1][C:2]1[CH:23]=[C:22]([N+:24]([O-:26])=[O:25])[CH:21]=[CH:20][C:3]=1[O:4][C:5]1[CH:10]=[CH:9][N:8]=[CH:7][C:6]=1/[CH:11]=[CH:12]/[C:13]([O:15]C(C)(C)C)=[O:14].C(O)(C(F)(F)F)=O.C(Cl)[Cl:35]. (7) The reactants are: [Br:1][C:2]1[CH:7]=[C:6]([NH:8][C:9]2[CH:16]=[CH:15][C:12]([C:13]#[N:14])=[CH:11][CH:10]=2)[C:5]([N+:17]([O-])=O)=[CH:4][N:3]=1.Cl[Sn]Cl.O. Given the product [NH2:17][C:5]1[C:6]([NH:8][C:9]2[CH:16]=[CH:15][C:12]([C:13]#[N:14])=[CH:11][CH:10]=2)=[CH:7][C:2]([Br:1])=[N:3][CH:4]=1, predict the reactants needed to synthesize it. (8) Given the product [C:29]([C:24]1[CH:25]=[CH:26][CH:27]=[CH:28][C:23]=1[N:20]1[CH2:19][CH2:18][N:17]([C:15]([C:11]2[CH:10]=[C:9]([OH:8])[N:13]([CH3:14])[N:12]=2)=[O:16])[CH2:22][CH2:21]1)([CH3:32])([CH3:30])[CH3:31], predict the reactants needed to synthesize it. The reactants are: C([O:8][C:9]1[N:13]([CH3:14])[N:12]=[C:11]([C:15]([N:17]2[CH2:22][CH2:21][N:20]([C:23]3[CH:28]=[CH:27][CH:26]=[CH:25][C:24]=3[C:29]([CH3:32])([CH3:31])[CH3:30])[CH2:19][CH2:18]2)=[O:16])[CH:10]=1)C1C=CC=CC=1. (9) The reactants are: [N:1]1[CH:6]=[CH:5][CH:4]=[CH:3][C:2]=1NC.C[CH2:10][N:11](C(C)C)C(C)C.[CH3:18][O:19][C:20]([C:22]1[S:23][C:24]([S:40][CH3:41])=[C:25]([S:27]([C:30]2[CH:35]=[CH:34][C:33](Br)=[C:32]([N+:37]([O-:39])=[O:38])[CH:31]=2)(=[O:29])=[O:28])[CH:26]=1)=[O:21]. Given the product [CH3:18][O:19][C:20]([C:22]1[S:23][C:24]([S:40][CH3:41])=[C:25]([S:27]([C:30]2[CH:35]=[CH:34][C:33]([NH:11][CH2:10][C:2]3[CH:3]=[CH:4][CH:5]=[CH:6][N:1]=3)=[C:32]([N+:37]([O-:39])=[O:38])[CH:31]=2)(=[O:29])=[O:28])[CH:26]=1)=[O:21], predict the reactants needed to synthesize it.